Dataset: B-cell epitopes from IEDB database with 3,159 antigens for binding position prediction. Task: Token-level Classification. Given an antigen amino acid sequence, predict which amino acid positions are active epitope sites capable of antibody binding. Output is a list of indices for active positions. Given the antigen sequence: LEALEDAVLTGYGLFHKEKMILNEEEITTKGASAQSGTSGTSGTSAQSGTSGTSGTSAQSGTSGTSGTSGTSGPSGPSGTSPLSRSNTLPRSNTSSGASPPADASDSDAKSYADLKHRVRNYLFTIKELKYPELFDLTNHM, which amino acid positions are active epitope sites? The epitope positions are: [35, 36, 37, 38, 39, 40, 41, 42, 43, 44, 45, 46]. The amino acids at these positions are: SGTSGTSGTSAQ.